Task: Predict the reactants needed to synthesize the given product.. Dataset: Full USPTO retrosynthesis dataset with 1.9M reactions from patents (1976-2016) (1) Given the product [Si:33]([O:40][CH2:41][CH2:42][N:43]([CH:44]([CH3:46])[CH3:45])[C:30]([C:10]1[C:9]([O:8][CH2:1][C:2]2[CH:3]=[CH:4][CH:5]=[CH:6][CH:7]=2)=[C:14]([OH:15])[N:13]=[C:12]([CH2:16][C:17]2([C:22]3[CH:27]=[C:26]([Cl:28])[CH:25]=[CH:24][C:23]=3[Cl:29])[CH2:21][CH2:20][CH2:19][CH2:18]2)[N:11]=1)=[O:31])([C:36]([CH3:39])([CH3:38])[CH3:37])([CH3:35])[CH3:34], predict the reactants needed to synthesize it. The reactants are: [CH2:1]([O:8][C:9]1[C:10]([C:30](O)=[O:31])=[N:11][C:12]([CH2:16][C:17]2([C:22]3[CH:27]=[C:26]([Cl:28])[CH:25]=[CH:24][C:23]=3[Cl:29])[CH2:21][CH2:20][CH2:19][CH2:18]2)=[N:13][C:14]=1[OH:15])[C:2]1[CH:7]=[CH:6][CH:5]=[CH:4][CH:3]=1.[Si:33]([O:40][CH2:41][CH2:42][NH:43][CH:44]([CH3:46])[CH3:45])([C:36]([CH3:39])([CH3:38])[CH3:37])([CH3:35])[CH3:34].O=P(Cl)(Cl)Cl.C([O-])(O)=O.[Na+]. (2) The reactants are: Cl[C:2]1[CH:7]=[C:6]([Cl:8])[N:5]=[CH:4][N:3]=1.C[CH2:10][N:11](CC)CC.CN. Given the product [Cl:8][C:6]1[N:5]=[CH:4][N:3]=[C:2]([NH:11][CH3:10])[CH:7]=1, predict the reactants needed to synthesize it. (3) Given the product [CH2:1]([N:8]1[CH:13]=[CH:12][C:11]([C:14]([OH:16])=[O:15])=[CH:10][C:9]1=[O:24])[C:2]1[CH:3]=[CH:4][CH:5]=[CH:6][CH:7]=1, predict the reactants needed to synthesize it. The reactants are: [CH2:1]([N:8]1[CH:13]=[CH:12][C:11]([C:14]([O:16]CC2C=CC=CC=2)=[O:15])=[CH:10][C:9]1=[O:24])[C:2]1[CH:7]=[CH:6][CH:5]=[CH:4][CH:3]=1.[OH-].[Na+].Cl. (4) Given the product [C:36]1([Si:29]([C:23]2[CH:24]=[CH:25][CH:26]=[CH:27][CH:28]=2)([C:30]2[CH:35]=[CH:34][CH:33]=[CH:32][CH:31]=2)[C:2]2[CH:17]=[CH:16][C:5]3[N:6]=[C:7]([C:9]4[CH:14]=[CH:13][CH:12]=[CH:11][C:10]=4[OH:15])[S:8][C:4]=3[CH:3]=2)[CH:37]=[CH:38][CH:39]=[CH:40][CH:41]=1, predict the reactants needed to synthesize it. The reactants are: Br[C:2]1[CH:17]=[CH:16][C:5]2[N:6]=[C:7]([C:9]3[CH:14]=[CH:13][CH:12]=[CH:11][C:10]=3[OH:15])[S:8][C:4]=2[CH:3]=1.[Li]C(C)(C)C.[C:23]1([Si:29](Cl)([C:36]2[CH:41]=[CH:40][CH:39]=[CH:38][CH:37]=2)[C:30]2[CH:35]=[CH:34][CH:33]=[CH:32][CH:31]=2)[CH:28]=[CH:27][CH:26]=[CH:25][CH:24]=1.O. (5) Given the product [CH2:4]([N:13]1[CH:14]=[C:15]([C:17]2[CH:18]=[CH:19][CH:20]=[CH:21][CH:22]=2)[N:16]=[C:12]1[C:6]1[CH:11]=[CH:10][CH:9]=[CH:8][CH:7]=1)[CH3:5], predict the reactants needed to synthesize it. The reactants are: [OH-].[K+].I[CH2:4][CH3:5].[C:6]1([C:12]2[NH:13][CH:14]=[C:15]([C:17]3[CH:22]=[CH:21][CH:20]=[CH:19][CH:18]=3)[N:16]=2)[CH:11]=[CH:10][CH:9]=[CH:8][CH:7]=1.